Dataset: Full USPTO retrosynthesis dataset with 1.9M reactions from patents (1976-2016). Task: Predict the reactants needed to synthesize the given product. (1) Given the product [ClH:25].[Cl:25][C:26]1[CH:27]=[C:28]2[C:33](=[C:34]([Cl:37])[C:35]=1[CH3:36])[C:31](=[O:30])[N:10]([C:7]1[CH:8]=[CH:9][C:4]([O:3][CH3:2])=[C:5]([O:11][CH2:12][CH2:13][N:14]3[CH2:19][CH2:18][CH:17]([CH3:20])[CH2:16][CH2:15]3)[CH:6]=1)[CH2:29]2, predict the reactants needed to synthesize it. The reactants are: Cl.[CH3:2][O:3][C:4]1[CH:9]=[CH:8][C:7]([NH2:10])=[CH:6][C:5]=1[O:11][CH2:12][CH2:13][N:14]1[CH2:19][CH2:18][CH:17]([CH3:20])[CH2:16][CH2:15]1.C[Al](C)C.[Cl:25][C:26]1[CH:27]=[C:28]2[C:33](=[C:34]([Cl:37])[C:35]=1[CH3:36])[C:31](=O)[O:30][CH2:29]2.N.CO. (2) Given the product [F:1][C:2]1[CH:39]=[N:38][C:5]2[N:6]([C:31]3[CH:32]=[C:33]([C:45]4[CH:46]=[CH:47][C:42]([CH:40]=[O:41])=[CH:43][CH:44]=4)[CH:34]=[CH:35][CH:36]=3)[C:7](=[O:30])[N:8]([C@@H:11]3[CH2:16][CH2:15][C@H:14]([NH:17][C:18]([C:20]4[N:21]=[C:22]5[CH:27]=[CH:26][CH:25]=[C:24]([CH3:28])[N:23]5[CH:29]=4)=[O:19])[CH2:13][CH2:12]3)[C:9](=[O:10])[C:4]=2[CH:3]=1, predict the reactants needed to synthesize it. The reactants are: [F:1][C:2]1[CH:39]=[N:38][C:5]2[N:6]([C:31]3[CH:36]=[CH:35][CH:34]=[C:33](I)[CH:32]=3)[C:7](=[O:30])[N:8]([C@@H:11]3[CH2:16][CH2:15][C@H:14]([NH:17][C:18]([C:20]4[N:21]=[C:22]5[CH:27]=[CH:26][CH:25]=[C:24]([CH3:28])[N:23]5[CH:29]=4)=[O:19])[CH2:13][CH2:12]3)[C:9](=[O:10])[C:4]=2[CH:3]=1.[CH:40]([C:42]1[CH:47]=[CH:46][C:45](B(O)O)=[CH:44][CH:43]=1)=[O:41]. (3) Given the product [C:1]([O:5][C:6]([N:8]([CH2:35][C@@H:36]([C:38]1[CH:43]=[CH:42][CH:41]=[C:40]([Cl:44])[CH:39]=1)[OH:37])[CH2:9][CH2:10][NH:11][C:12]1[CH:13]=[CH:14][C:15]([C:18]2[CH:23]=[CH:22][C:21]([C:24]([OH:26])=[O:25])=[C:20]([O:28][CH:29]3[CH2:34][CH2:33][CH2:32][CH2:31][CH2:30]3)[CH:19]=2)=[CH:16][CH:17]=1)=[O:7])([CH3:4])([CH3:2])[CH3:3], predict the reactants needed to synthesize it. The reactants are: [C:1]([O:5][C:6]([N:8]([CH2:35][C@@H:36]([C:38]1[CH:43]=[CH:42][CH:41]=[C:40]([Cl:44])[CH:39]=1)[OH:37])[CH2:9][CH2:10][NH:11][C:12]1[CH:17]=[CH:16][C:15]([C:18]2[CH:23]=[CH:22][C:21]([C:24]([O:26]C)=[O:25])=[C:20]([O:28][CH:29]3[CH2:34][CH2:33][CH2:32][CH2:31][CH2:30]3)[CH:19]=2)=[CH:14][CH:13]=1)=[O:7])([CH3:4])([CH3:3])[CH3:2].[OH-].[Na+]. (4) Given the product [CH3:27][O:28][CH2:29][CH2:30][N:31]1[CH2:35][CH2:34][N:33]([C:36]([NH:20][C:17]2[CH:16]=[CH:15][C:14]([O:13][C:11]3[CH:10]=[CH:9][N:8]=[C:7]([C:5]4[CH:4]=[N:3][N:2]([CH3:1])[CH:6]=4)[CH:12]=3)=[CH:19][N:18]=2)=[O:37])[C:32]1=[O:39], predict the reactants needed to synthesize it. The reactants are: [CH3:1][N:2]1[CH:6]=[C:5]([C:7]2[CH:12]=[C:11]([O:13][C:14]3[CH:15]=[CH:16][C:17]([NH2:20])=[N:18][CH:19]=3)[CH:10]=[CH:9][N:8]=2)[CH:4]=[N:3]1.N1C=CC=CC=1.[CH3:27][O:28][CH2:29][CH2:30][N:31]1[CH2:35][CH2:34][N:33]([C:36](Cl)=[O:37])[C:32]1=[O:39].